Dataset: Full USPTO retrosynthesis dataset with 1.9M reactions from patents (1976-2016). Task: Predict the reactants needed to synthesize the given product. (1) Given the product [CH3:19][C:20]1[CH:25]=[C:24]([N+:26]([O-:28])=[O:27])[CH:23]=[CH:22][C:21]=1[CH2:29][CH2:30][N:15]1[CH2:16][CH2:17][N:12]([CH2:11][CH2:10][C:7]2[CH:8]=[CH:9][C:4]([N+:1]([O-:3])=[O:2])=[CH:5][CH:6]=2)[C:13](=[O:18])[CH2:14]1, predict the reactants needed to synthesize it. The reactants are: [N+:1]([C:4]1[CH:9]=[CH:8][C:7]([CH2:10][CH2:11][N:12]2[CH2:17][CH2:16][NH:15][CH2:14][C:13]2=[O:18])=[CH:6][CH:5]=1)([O-:3])=[O:2].[CH3:19][C:20]1[CH:25]=[C:24]([N+:26]([O-:28])=[O:27])[CH:23]=[CH:22][C:21]=1[CH2:29][CH:30]=O. (2) Given the product [CH2:34]([O:23][C:15]1[CH:16]=[C:17]([N+:20]([O-:22])=[O:21])[CH:18]=[C:19]2[C:14]=1[N:13]=[CH:12][C:11]([C:24]#[N:25])=[C:10]2[NH:9][C:4]1[CH:5]=[CH:6][C:7]([F:8])=[C:2]([Cl:1])[CH:3]=1)[CH:33]=[CH2:32], predict the reactants needed to synthesize it. The reactants are: [Cl:1][C:2]1[CH:3]=[C:4]([NH:9][C:10]2[C:19]3[C:14](=[C:15]([OH:23])[CH:16]=[C:17]([N+:20]([O-:22])=[O:21])[CH:18]=3)[N:13]=[CH:12][C:11]=2[C:24]#[N:25])[CH:5]=[CH:6][C:7]=1[F:8].C(=O)([O-])[O-].[K+].[K+].[CH2:32](Br)[CH:33]=[CH2:34]. (3) Given the product [CH3:16][O:15][CH2:14][CH2:13][N:8]1[C:6]2=[N:7][C:2]([Sn:18]([CH3:24])([CH3:23])[CH3:17])=[CH:3][N:4]=[C:5]2[NH:11][CH2:10][C:9]1=[O:12], predict the reactants needed to synthesize it. The reactants are: Br[C:2]1[N:7]=[C:6]2[N:8]([CH2:13][CH2:14][O:15][CH3:16])[C:9](=[O:12])[CH2:10][NH:11][C:5]2=[N:4][CH:3]=1.[CH3:17][Sn:18]([CH3:24])([CH3:23])[Sn:18]([CH3:24])([CH3:23])[CH3:17]. (4) Given the product [F:13][C:10]1[CH:11]=[CH:12][C:7]([N:6]2[C:4](=[O:5])[C:3]3[C:2](=[CH:21][CH:20]=[CH:19][CH:18]=3)[NH:1][CH:29]2[C:26]2[CH:25]=[CH:24][C:23](=[O:22])[NH:28][CH:27]=2)=[CH:8][C:9]=1[C:14]([F:17])([F:15])[F:16], predict the reactants needed to synthesize it. The reactants are: [NH2:1][C:2]1[CH:21]=[CH:20][CH:19]=[CH:18][C:3]=1[C:4]([NH:6][C:7]1[CH:12]=[CH:11][C:10]([F:13])=[C:9]([C:14]([F:17])([F:16])[F:15])[CH:8]=1)=[O:5].[O:22]=[C:23]1[NH:28][CH:27]=[C:26]([CH:29]=O)[CH:25]=[CH:24]1.C12(CS(O)(=O)=O)C(C)(C)C(CC1)CC2=O. (5) Given the product [Br:3][C:4]1[S:5][C:6]([C:10]2[N:14]([CH2:20][O:19][CH2:18][CH2:17][Si:16]([CH3:23])([CH3:22])[CH3:15])[CH:13]=[CH:12][N:11]=2)=[C:7]([Br:9])[N:8]=1, predict the reactants needed to synthesize it. The reactants are: [H-].[Na+].[Br:3][C:4]1[S:5][C:6]([C:10]2[NH:11][CH:12]=[CH:13][N:14]=2)=[C:7]([Br:9])[N:8]=1.[CH3:15][Si:16]([CH3:23])([CH3:22])[CH2:17][CH2:18][O:19][CH2:20]Cl. (6) Given the product [CH2:11]([S:14]([O:6][C:3]([CH2:7][F:8])([C:4]#[CH:5])[CH2:2][F:1])(=[O:16])=[O:15])[CH2:12][CH3:13], predict the reactants needed to synthesize it. The reactants are: [F:1][CH2:2][C:3]([CH2:7][F:8])([OH:6])[C:4]#[CH:5].[H-].[Na+].[CH2:11]([S:14](Cl)(=[O:16])=[O:15])[CH2:12][CH3:13].O. (7) The reactants are: [C:1]([CH:5]([C:11](OCC)=[O:12])[C:6]([O:8][CH2:9][CH3:10])=[O:7])([CH3:4])([CH3:3])[CH3:2].CC(C[AlH]CC(C)C)C. Given the product [CH:11]([CH:5]([C:1]([CH3:2])([CH3:4])[CH3:3])[C:6]([O:8][CH2:9][CH3:10])=[O:7])=[O:12], predict the reactants needed to synthesize it. (8) Given the product [CH2:1]([O:8][C:9](=[O:25])[N:10]([CH2:11][CH3:12])[CH2:13][C:14]1[CH:19]=[C:18]([C:20]([F:23])([F:22])[F:21])[CH:17]=[CH:16][C:15]=1[B:26]1[O:30][C:29]([CH3:32])([CH3:31])[C:28]([CH3:34])([CH3:33])[O:27]1)[C:2]1[CH:7]=[CH:6][CH:5]=[CH:4][CH:3]=1, predict the reactants needed to synthesize it. The reactants are: [CH2:1]([O:8][C:9](=[O:25])[N:10]([CH2:13][C:14]1[CH:19]=[C:18]([C:20]([F:23])([F:22])[F:21])[CH:17]=[CH:16][C:15]=1Br)[CH2:11][CH3:12])[C:2]1[CH:7]=[CH:6][CH:5]=[CH:4][CH:3]=1.[B:26]1([B:26]2[O:30][C:29]([CH3:32])([CH3:31])[C:28]([CH3:34])([CH3:33])[O:27]2)[O:30][C:29]([CH3:32])([CH3:31])[C:28]([CH3:34])([CH3:33])[O:27]1. (9) Given the product [CH3:1][O:2][C:3]1[CH:4]=[C:5]([C:11]2[CH:16]=[CH:15][N:14]=[C:13]([NH:17][CH2:18][C:20]3[CH:28]=[CH:27][C:23]([C:24]([OH:26])=[O:25])=[CH:22][CH:21]=3)[N:12]=2)[CH:6]=[CH:7][C:8]=1[O:9][CH3:10], predict the reactants needed to synthesize it. The reactants are: [CH3:1][O:2][C:3]1[CH:4]=[C:5]([C:11]2[CH:16]=[CH:15][N:14]=[C:13]([NH2:17])[N:12]=2)[CH:6]=[CH:7][C:8]=1[O:9][CH3:10].[CH:18]([C:20]1[CH:28]=[CH:27][C:23]([C:24]([OH:26])=[O:25])=[CH:22][CH:21]=1)=O.C([Sn](Cl)(Cl)CCCC)CCC.C1([SiH3])C=CC=CC=1.